Dataset: Catalyst prediction with 721,799 reactions and 888 catalyst types from USPTO. Task: Predict which catalyst facilitates the given reaction. (1) The catalyst class is: 395. Product: [Cl:32][C:27]1[CH:26]=[C:25]([O:24][C:22]2[C:23]3[N:15]([CH2:14][CH2:13][O:12][CH2:11][CH2:10][OH:9])[CH:16]=[CH:17][C:18]=3[N:19]=[CH:20][N:21]=2)[CH:30]=[CH:29][C:28]=1[NH:31][C:40]([NH:54][C:53]1[CH:55]=[CH:56][CH:57]=[C:51]([C:50]([F:58])([F:59])[F:49])[CH:52]=1)=[O:41]. Reactant: C([O:9][CH2:10][CH2:11][O:12][CH2:13][CH2:14][N:15]1[C:23]2[C:22]([O:24][C:25]3[CH:30]=[CH:29][C:28]([NH2:31])=[C:27]([Cl:32])[CH:26]=3)=[N:21][CH:20]=[N:19][C:18]=2[CH:17]=[CH:16]1)(=O)C1C=CC=CC=1.N1C=CC=CC=1.Cl[C:40](OC1C=CC=CC=1)=[O:41].[F:49][C:50]([F:59])([F:58])[C:51]1[CH:52]=[C:53]([CH:55]=[CH:56][CH:57]=1)[NH2:54]. (2) Reactant: Cl.[F:2][C:3]([F:18])([F:17])[C:4]1[N:5]=[CH:6][C:7]([NH:10][C@H:11]2[CH2:15][CH2:14][CH2:13][C@@H:12]2[NH2:16])=[N:8][CH:9]=1.[CH2:19]([O:21][C:22]1[C:23]([C:28](O)=[O:29])=[N:24][CH:25]=[CH:26][CH:27]=1)[CH3:20].C(Cl)CCl.N1C2C(=NC=CC=2)N(O)N=1.C(N(CC)CC)C. Product: [CH2:19]([O:21][C:22]1[C:23]([C:28]([NH:16][C@H:12]2[CH2:13][CH2:14][CH2:15][C@@H:11]2[NH:10][C:7]2[CH:6]=[N:5][C:4]([C:3]([F:2])([F:17])[F:18])=[CH:9][N:8]=2)=[O:29])=[N:24][CH:25]=[CH:26][CH:27]=1)[CH3:20]. The catalyst class is: 2. (3) Reactant: [CH2:1]([C:4]1[C:12]([OH:13])=[CH:11][C:10]([CH3:14])=[C:9]2[C:5]=1[CH:6]=[CH:7][N:8]2[C:15]([O:17][C:18]([CH3:21])([CH3:20])[CH3:19])=[O:16])[CH:2]=[CH2:3].[OH-].[K+].Br[C:25](P(=O)(OCC)OCC)([F:27])[F:26]. Product: [CH2:1]([C:4]1[C:12]([O:13][CH:25]([F:27])[F:26])=[CH:11][C:10]([CH3:14])=[C:9]2[C:5]=1[CH:6]=[CH:7][N:8]2[C:15]([O:17][C:18]([CH3:21])([CH3:20])[CH3:19])=[O:16])[CH:2]=[CH2:3]. The catalyst class is: 47.